Dataset: NCI-60 drug combinations with 297,098 pairs across 59 cell lines. Task: Regression. Given two drug SMILES strings and cell line genomic features, predict the synergy score measuring deviation from expected non-interaction effect. (1) Drug 1: CS(=O)(=O)C1=CC(=C(C=C1)C(=O)NC2=CC(=C(C=C2)Cl)C3=CC=CC=N3)Cl. Drug 2: CCC1(C2=C(COC1=O)C(=O)N3CC4=CC5=C(C=CC(=C5CN(C)C)O)N=C4C3=C2)O.Cl. Cell line: CCRF-CEM. Synergy scores: CSS=70.3, Synergy_ZIP=-1.71, Synergy_Bliss=-0.884, Synergy_Loewe=-11.5, Synergy_HSA=-0.441. (2) Drug 1: CC1=CC2C(CCC3(C2CCC3(C(=O)C)OC(=O)C)C)C4(C1=CC(=O)CC4)C. Drug 2: CCCCC(=O)OCC(=O)C1(CC(C2=C(C1)C(=C3C(=C2O)C(=O)C4=C(C3=O)C=CC=C4OC)O)OC5CC(C(C(O5)C)O)NC(=O)C(F)(F)F)O. Cell line: MDA-MB-435. Synergy scores: CSS=-3.68, Synergy_ZIP=2.87, Synergy_Bliss=1.14, Synergy_Loewe=-3.06, Synergy_HSA=-3.97. (3) Drug 1: CCCCC(=O)OCC(=O)C1(CC(C2=C(C1)C(=C3C(=C2O)C(=O)C4=C(C3=O)C=CC=C4OC)O)OC5CC(C(C(O5)C)O)NC(=O)C(F)(F)F)O. Drug 2: CN(C(=O)NC(C=O)C(C(C(CO)O)O)O)N=O. Cell line: SF-268. Synergy scores: CSS=37.1, Synergy_ZIP=7.12, Synergy_Bliss=10.0, Synergy_Loewe=7.38, Synergy_HSA=7.53. (4) Drug 1: CCCCCOC(=O)NC1=NC(=O)N(C=C1F)C2C(C(C(O2)C)O)O. Cell line: HCT-15. Synergy scores: CSS=-3.16, Synergy_ZIP=0.565, Synergy_Bliss=-2.33, Synergy_Loewe=-7.86, Synergy_HSA=-6.06. Drug 2: CNC(=O)C1=NC=CC(=C1)OC2=CC=C(C=C2)NC(=O)NC3=CC(=C(C=C3)Cl)C(F)(F)F. (5) Drug 1: CC12CCC(CC1=CCC3C2CCC4(C3CC=C4C5=CN=CC=C5)C)O. Drug 2: CC1OCC2C(O1)C(C(C(O2)OC3C4COC(=O)C4C(C5=CC6=C(C=C35)OCO6)C7=CC(=C(C(=C7)OC)O)OC)O)O. Cell line: HOP-92. Synergy scores: CSS=43.5, Synergy_ZIP=3.89, Synergy_Bliss=2.24, Synergy_Loewe=-3.07, Synergy_HSA=3.35. (6) Drug 1: C1CN(P(=O)(OC1)NCCCl)CCCl. Drug 2: C(CCl)NC(=O)N(CCCl)N=O. Cell line: A498. Synergy scores: CSS=-1.21, Synergy_ZIP=0.410, Synergy_Bliss=-0.970, Synergy_Loewe=-0.940, Synergy_HSA=-2.14.